Dataset: Forward reaction prediction with 1.9M reactions from USPTO patents (1976-2016). Task: Predict the product of the given reaction. (1) Given the reactants [CH3:1][C:2]([CH3:7])([CH3:6])[CH2:3][CH:4]=O.[NH2:8][CH2:9][CH2:10][OH:11].[S-:12][C:13]#[N:14].[K+].II, predict the reaction product. The product is: [C:2]([C:3]1[S:12][C:13](=[NH:14])[N:8]([CH2:9][CH2:10][OH:11])[CH:4]=1)([CH3:7])([CH3:6])[CH3:1]. (2) Given the reactants [C:1]1([CH2:19][OH:20])[S:2][CH:3]=[C:4]2[C:10]=1[C:9]1[CH:11]=[CH:12][CH:13]=[CH:14][C:8]=1[S:7][C:6]1[CH:15]=[CH:16][CH:17]=[CH:18][C:5]2=1.Cl.Cl[CH2:23][CH2:24][CH2:25][NH2:26], predict the reaction product. The product is: [C:1]1([CH2:19][O:20][CH2:23][CH2:24][CH2:25][NH2:26])[S:2][CH:3]=[C:4]2[C:10]=1[C:9]1[CH:11]=[CH:12][CH:13]=[CH:14][C:8]=1[S:7][C:6]1[CH:15]=[CH:16][CH:17]=[CH:18][C:5]2=1. (3) Given the reactants C([O-])(=O)C.[NH4+].C[O:7][C:8](=O)[CH2:9][CH:10]1[CH2:18][C:17]2[C:12](=[CH:13][CH:14]=[CH:15][CH:16]=2)[C:11]1=O.C([BH3-])#[N:22].[Na+], predict the reaction product. The product is: [NH:22]1[C:8](=[O:7])[CH2:9][CH:10]2[CH2:18][C:17]3[C:12]([CH:11]12)=[CH:13][CH:14]=[CH:15][CH:16]=3.